Dataset: Catalyst prediction with 721,799 reactions and 888 catalyst types from USPTO. Task: Predict which catalyst facilitates the given reaction. (1) Reactant: [CH2:1]([O:8][CH2:9]/[C:10](=[N:12]/[S:13]([C:15]([CH3:18])([CH3:17])[CH3:16])=[O:14])/[CH3:11])[C:2]1[CH:7]=[CH:6][CH:5]=[CH:4][CH:3]=1.[F-].[Cs+].C[Si]([C:25]#[N:26])(C)C. Product: [CH2:1]([O:8][CH2:9][C:10]([NH:12][S:13]([C:15]([CH3:18])([CH3:17])[CH3:16])=[O:14])([C:25]#[N:26])[CH3:11])[C:2]1[CH:7]=[CH:6][CH:5]=[CH:4][CH:3]=1. The catalyst class is: 56. (2) Reactant: [Cl:1][C:2]1[CH:3]=[C:4]([CH:8]=[C:9]([Cl:11])[N:10]=1)[C:5](O)=[O:6].C(N1C=CN=C1)(N1C=CN=C1)=O.[CH3:24][NH:25][O:26][CH3:27]. Product: [Cl:1][C:2]1[CH:3]=[C:4]([CH:8]=[C:9]([Cl:11])[N:10]=1)[C:5]([N:25]([O:26][CH3:27])[CH3:24])=[O:6]. The catalyst class is: 4.